This data is from Full USPTO retrosynthesis dataset with 1.9M reactions from patents (1976-2016). The task is: Predict the reactants needed to synthesize the given product. (1) Given the product [CH3:1][O:2][CH2:3][C:4]1[C:12]2[C:7](=[CH:8][C:9]([NH:13][C:14]3[N:30]=[C:17]4[CH:18]=[CH:19][CH:20]=[C:21]([CH2:22][N:23]5[CH2:28][CH2:27][NH:26][CH2:25][C:24]5=[O:32])[N:16]4[N:15]=3)=[CH:10][CH:11]=2)[NH:6][N:5]=1, predict the reactants needed to synthesize it. The reactants are: [CH3:1][O:2][CH2:3][C:4]1[C:12]2[C:7](=[CH:8][C:9]([NH:13][C:14]3[N:30]=[C:17]4[CH:18]=[CH:19][CH:20]=[C:21]([CH2:22][N:23]5[CH2:28][CH2:27][NH:26][C:25](=O)[CH2:24]5)[N:16]4[N:15]=3)=[CH:10][CH:11]=2)[NH:6][N:5]=1.Cl.[OH2:32]. (2) Given the product [CH2:1]([NH:8][C:9](=[O:18])[NH:10][CH2:11][C:12]1([C:15]([NH:19][C@@H:20]([CH2:43][C:44]2[CH:49]=[CH:48][C:47]([O:50][C:51]([CH3:53])([CH3:52])[CH3:54])=[CH:46][CH:45]=2)[C:21]([N:23]([CH2:35][CH:36]([O:37][CH2:38][CH3:39])[O:40][CH2:41][CH3:42])[CH2:24][C:25]2[CH:26]=[CH:27][CH:28]=[C:29]3[C:34]=2[N:33]=[CH:32][CH:31]=[CH:30]3)=[O:22])=[O:17])[CH2:13][CH2:14]1)[C:2]1[CH:3]=[CH:4][CH:5]=[CH:6][CH:7]=1, predict the reactants needed to synthesize it. The reactants are: [CH2:1]([NH:8][C:9](=[O:18])[NH:10][CH2:11][C:12]1([C:15]([OH:17])=O)[CH2:14][CH2:13]1)[C:2]1[CH:7]=[CH:6][CH:5]=[CH:4][CH:3]=1.[NH2:19][C@@H:20]([CH2:43][C:44]1[CH:49]=[CH:48][C:47]([O:50][C:51]([CH3:54])([CH3:53])[CH3:52])=[CH:46][CH:45]=1)[C:21]([N:23]([CH2:35][CH:36]([O:40][CH2:41][CH3:42])[O:37][CH2:38][CH3:39])[CH2:24][C:25]1[CH:26]=[CH:27][CH:28]=[C:29]2[C:34]=1[N:33]=[CH:32][CH:31]=[CH:30]2)=[O:22].